Dataset: Merck oncology drug combination screen with 23,052 pairs across 39 cell lines. Task: Regression. Given two drug SMILES strings and cell line genomic features, predict the synergy score measuring deviation from expected non-interaction effect. Drug 1: O=S1(=O)NC2(CN1CC(F)(F)F)C1CCC2Cc2cc(C=CCN3CCC(C(F)(F)F)CC3)ccc2C1. Drug 2: COC12C(COC(N)=O)C3=C(C(=O)C(C)=C(N)C3=O)N1CC1NC12. Cell line: A2780. Synergy scores: synergy=3.26.